This data is from Reaction yield outcomes from USPTO patents with 853,638 reactions. The task is: Predict the reaction yield, written as a fraction of the theoretical maximum amount of product (1.0 means a 100% yield; for example, 0.34 means a 34% yield). (1) The reactants are Cl[C:2]1[CH:3]=[C:4]([CH:41]=[CH:42][C:43]=1[F:44])[C:5]1[C:10]([C:11]2[CH:20]=[CH:19][C:18]3[C:13](=[CH:14][CH:15]=[C:16]([C:21]4[N:25]([CH:26]5[CH2:31][CH2:30][CH2:29][CH2:28][CH2:27]5)[C:24]5[CH:32]=[CH:33][C:34]([C:36]([OH:38])=[O:37])=[CH:35][C:23]=5[N:22]=4)[CH:17]=3)[N:12]=2)=[CH:9][C:8]([O:39][CH3:40])=[CH:7][CH:6]=1.COC(C1C=CC2N(C3CCCCC3)C(C3C=C4C(=CC=3)N=C(C3C=C(OC)C=CC=3Br)C=C4)=NC=2C=1)=O.[F:83]C1C=C(B(O)O)C=CC=1F. No catalyst specified. The product is [CH:26]1([N:25]2[C:24]3[CH:32]=[CH:33][C:34]([C:36]([OH:38])=[O:37])=[CH:35][C:23]=3[N:22]=[C:21]2[C:16]2[CH:17]=[C:18]3[C:13](=[CH:14][CH:15]=2)[N:12]=[C:11]([C:10]2[C:5]([C:4]4[CH:41]=[CH:42][C:43]([F:44])=[C:2]([F:83])[CH:3]=4)=[CH:6][CH:7]=[C:8]([O:39][CH3:40])[CH:9]=2)[CH:20]=[CH:19]3)[CH2:31][CH2:30][CH2:29][CH2:28][CH2:27]1. The yield is 0.250. (2) The reactants are Br[C:2]1[S:6][C:5]([S:7]([NH:10][C:11]2[CH:16]=[CH:15][CH:14]=[C:13]([C:17]3[NH:21][N:20]=[N:19][N:18]=3)[CH:12]=2)(=[O:9])=[O:8])=[CH:4][CH:3]=1.[NH2:22][C:23]([C:25]1[CH:26]=[C:27](B(O)O)[CH:28]=[CH:29][CH:30]=1)=[O:24]. No catalyst specified. The product is [NH:21]1[C:17]([C:13]2[CH:12]=[C:11]([NH:10][S:7]([C:5]3[S:6][C:2]([C:29]4[CH:30]=[C:25]([CH:26]=[CH:27][CH:28]=4)[C:23]([NH2:22])=[O:24])=[CH:3][CH:4]=3)(=[O:9])=[O:8])[CH:16]=[CH:15][CH:14]=2)=[N:18][N:19]=[N:20]1. The yield is 0.130. (3) The reactants are [N:1]1([C:6]2[CH:11]=[CH:10][C:9]([C:12](=[O:28])[CH2:13][C:14]([C:20]3[CH:25]=[C:24]([Cl:26])[CH:23]=[C:22]([Cl:27])[CH:21]=3)(O)[C:15]([F:18])([F:17])[F:16])=[CH:8][CH:7]=2)[CH:5]=[CH:4][N:3]=[CH:2]1.S(Cl)(Cl)=O.N1C=CC=CC=1.Cl. The catalyst is O.C1(C)C=CC=CC=1. The product is [N:1]1([C:6]2[CH:7]=[CH:8][C:9]([C:12](=[O:28])[CH:13]=[C:14]([C:20]3[CH:25]=[C:24]([Cl:26])[CH:23]=[C:22]([Cl:27])[CH:21]=3)[C:15]([F:17])([F:18])[F:16])=[CH:10][CH:11]=2)[CH:5]=[CH:4][N:3]=[CH:2]1. The yield is 0.817.